This data is from Full USPTO retrosynthesis dataset with 1.9M reactions from patents (1976-2016). The task is: Predict the reactants needed to synthesize the given product. Given the product [NH2:16][C:5]1[C:6]([O:14][CH3:15])=[CH:7][CH:8]=[C:9]([C:10]([F:11])([F:12])[F:13])[C:4]=1[C:3]([OH:23])=[O:2], predict the reactants needed to synthesize it. The reactants are: C[O:2][C:3](=[O:23])[C:4]1[C:9]([C:10]([F:13])([F:12])[F:11])=[CH:8][CH:7]=[C:6]([O:14][CH3:15])[C:5]=1[NH:16]C(=O)CC(=O)C.